This data is from Catalyst prediction with 721,799 reactions and 888 catalyst types from USPTO. The task is: Predict which catalyst facilitates the given reaction. (1) Reactant: [F:1][C:2]1[CH:8]=[CH:7][C:5]([NH2:6])=[CH:4][CH:3]=1.N1C=CC=CC=1.[C:15]1([N:21]([C:25]2[CH:30]=[CH:29][CH:28]=[CH:27][CH:26]=2)[C:22](Cl)=[O:23])[CH:20]=[CH:19][CH:18]=[CH:17][CH:16]=1.O. Product: [C:15]1([N:21]([C:25]2[CH:30]=[CH:29][CH:28]=[CH:27][CH:26]=2)[C:22]([NH:6][C:5]2[CH:7]=[CH:8][C:2]([F:1])=[CH:3][CH:4]=2)=[O:23])[CH:16]=[CH:17][CH:18]=[CH:19][CH:20]=1. The catalyst class is: 13. (2) Reactant: C([O:3][C:4](=[O:30])[CH:5]([C:23]1[CH:24]=[N:25][C:26]([CH3:29])=[N:27][CH:28]=1)[CH2:6][CH2:7][CH2:8][CH2:9][CH2:10][CH2:11][CH2:12][C:13]1[CH:22]=[CH:21][C:20]2[CH2:19][CH2:18][CH2:17][NH:16][C:15]=2[N:14]=1)C.[OH-].[Na+].Cl. Product: [CH3:29][C:26]1[N:25]=[CH:24][C:23]([CH:5]([CH2:6][CH2:7][CH2:8][CH2:9][CH2:10][CH2:11][CH2:12][C:13]2[CH:22]=[CH:21][C:20]3[CH2:19][CH2:18][CH2:17][NH:16][C:15]=3[N:14]=2)[C:4]([OH:30])=[O:3])=[CH:28][N:27]=1. The catalyst class is: 14. (3) Reactant: [S:1]1[C:5]([CH:6]=O)=[CH:4][C:3]2[CH:8]=[CH:9][CH:10]=[CH:11][C:2]1=2.[C:12]([O:16][C:17]([N:19]1[C@@H:27]2[C@@H:22]([CH2:23][CH2:24][CH2:25][CH2:26]2)[CH2:21][C@H:20]1[CH2:28][NH2:29])=[O:18])([CH3:15])([CH3:14])[CH3:13].C(O[BH-](OC(=O)C)OC(=O)C)(=O)C.[Na+]. The catalyst class is: 4. Product: [C:12]([O:16][C:17]([N:19]1[C@@H:27]2[C@@H:22]([CH2:23][CH2:24][CH2:25][CH2:26]2)[CH2:21][C@H:20]1[CH2:28][NH:29][CH2:6][C:5]1[S:1][C:2]2[CH:11]=[CH:10][CH:9]=[CH:8][C:3]=2[CH:4]=1)=[O:18])([CH3:15])([CH3:14])[CH3:13]. (4) Reactant: [CH3:1][C:2]1[CH:10]=[C:9]2[C:5]([CH2:6][CH2:7][C:8]2=[O:11])=[CH:4][CH:3]=1.[N:12](OCCC(C)C)=[O:13].Cl.O1CCOCC1. Product: [CH3:1][C:2]1[CH:10]=[C:9]2[C:5]([CH2:6][C:7](=[N:12][OH:13])[C:8]2=[O:11])=[CH:4][CH:3]=1. The catalyst class is: 8. (5) Reactant: CC1C=CC(S(O[CH2:12][C@@H:13]2[CH2:17][CH2:16][CH2:15][N:14]2[S:18]([C:21]2[CH:26]=[CH:25][C:24]([CH3:27])=[CH:23][CH:22]=2)(=[O:20])=[O:19])(=O)=O)=CC=1.[CH3:28][N:29]1[CH2:34][CH2:33][NH:32][CH2:31][CH2:30]1.C1CCN2C(=NCCC2)CC1. Product: [CH3:28][N:29]1[CH2:34][CH2:33][N:32]([CH2:12][C@@H:13]2[CH2:17][CH2:16][CH2:15][N:14]2[S:18]([C:21]2[CH:22]=[CH:23][C:24]([CH3:27])=[CH:25][CH:26]=2)(=[O:19])=[O:20])[CH2:31][CH2:30]1. The catalyst class is: 691. (6) Reactant: Br[C:2]1[N:7]=[C:6]2[S:8][C:9]([NH:11][C:12]3[O:13][C@:14]4([CH2:22][N:23]=3)[CH:19]3[CH2:20][CH2:21][N:16]([CH2:17][CH2:18]3)[CH2:15]4)=[N:10][C:5]2=[N:4][CH:3]=1.Cl. Product: [S:8]1[C:6]2=[N:7][CH:2]=[CH:3][N:4]=[C:5]2[N:10]=[C:9]1[NH:11][C:12]1[O:13][C@:14]2([CH2:22][N:23]=1)[CH:19]1[CH2:20][CH2:21][N:16]([CH2:17][CH2:18]1)[CH2:15]2. The catalyst class is: 5. (7) Reactant: [CH:1]1([CH2:7][C:8]2([O:25][CH3:26])[CH2:13][CH2:12][N:11]([C:14]3[CH:24]=[CH:23][C:17]([C:18]([O:20]CC)=[O:19])=[CH:16][CH:15]=3)[CH2:10][CH2:9]2)[CH2:6][CH2:5][CH2:4][CH2:3][CH2:2]1.[OH-].[Na+].Cl. Product: [CH:1]1([CH2:7][C:8]2([O:25][CH3:26])[CH2:13][CH2:12][N:11]([C:14]3[CH:24]=[CH:23][C:17]([C:18]([OH:20])=[O:19])=[CH:16][CH:15]=3)[CH2:10][CH2:9]2)[CH2:2][CH2:3][CH2:4][CH2:5][CH2:6]1. The catalyst class is: 12.